This data is from Reaction yield outcomes from USPTO patents with 853,638 reactions. The task is: Predict the reaction yield, written as a fraction of the theoretical maximum amount of product (1.0 means a 100% yield; for example, 0.34 means a 34% yield). (1) The reactants are Cl[C:2]1[CH:7]=[CH:6][CH:5]=[CH:4][C:3]=1[C:8]([F:11])([F:10])[F:9].[NH:12]1[CH2:17][CH2:16][NH:15][CH2:14][CH2:13]1.CC(C)([O-])C.[Na+]. The catalyst is C1(C)C=CC=CC=1.O1CCCC1.COC1C=CC=C(OC)C=1C1C=CC=CC=1P(C1CCCCC1)C1CCCCC1. The product is [F:9][C:8]([F:11])([F:10])[C:3]1[CH:4]=[CH:5][C:6]([N:12]2[CH2:17][CH2:16][NH:15][CH2:14][CH2:13]2)=[CH:7][CH:2]=1. The yield is 0.930. (2) The reactants are [F:1][C:2]1[CH:7]=[CH:6][CH:5]=[C:4]([F:8])[C:3]=1[N:9]1[C:14]2[N:15]=[C:16](S(C)(=O)=O)[N:17]=[C:18]([C:19]3[CH:24]=[CH:23][CH:22]=[CH:21][C:20]=3[F:25])[C:13]=2[CH:12]=[CH:11][C:10]1=[O:30].O.CCOCC.C[N:38]1CCCC1=O. No catalyst specified. The product is [NH2:38][C:16]1[N:17]=[C:18]([C:19]2[CH:24]=[CH:23][CH:22]=[CH:21][C:20]=2[F:25])[C:13]2[CH:12]=[CH:11][C:10](=[O:30])[N:9]([C:3]3[C:2]([F:1])=[CH:7][CH:6]=[CH:5][C:4]=3[F:8])[C:14]=2[N:15]=1. The yield is 0.530.